This data is from Full USPTO retrosynthesis dataset with 1.9M reactions from patents (1976-2016). The task is: Predict the reactants needed to synthesize the given product. (1) Given the product [O:47]=[C:45]1[CH2:40][CH2:39][N:38]([C:29]([O:31][C:32]([CH3:33])([CH3:34])[CH3:35])=[O:30])[CH2:41][CH:42]1[C:15]([O:17][CH2:18][CH3:19])=[O:16], predict the reactants needed to synthesize it. The reactants are: Cl.C(N1CCC([C:15]([O:17][CH2:18][CH3:19])=[O:16])C(=O)C1)C1C=CC=CC=1.[C:29](O[C:29]([O:31][C:32]([CH3:35])([CH3:34])[CH3:33])=[O:30])([O:31][C:32]([CH3:35])([CH3:34])[CH3:33])=[O:30].C([N:38]([CH2:41][CH3:42])[CH2:39][CH3:40])C.[H][H].[CH2:45]([OH:47])C. (2) Given the product [CH3:1][O:2][C:3](=[O:24])[CH2:4][O:5][C:6]1[CH:11]=[C:10]([CH:12]2[CH2:13][CH2:14]2)[C:9]([OH:15])=[CH:8][C:7]=1[CH3:23], predict the reactants needed to synthesize it. The reactants are: [CH3:1][O:2][C:3](=[O:24])[CH2:4][O:5][C:6]1[CH:11]=[C:10]([CH:12]2[CH2:14][CH2:13]2)[C:9]([O:15][Si](C(C)(C)C)(C)C)=[CH:8][C:7]=1[CH3:23].CCCC[N+](CCCC)(CCCC)CCCC.[F-].Cl. (3) Given the product [ClH:1].[NH2:9][CH2:10][C:11]([NH:13][CH2:14][C:15]([NH:17][CH2:18][C:19]([NH:21][C:22]1[CH:27]=[CH:26][CH:25]=[CH:24][C:23]=1[C:28]1[CH:29]=[CH:30][C:31]([CH2:34][C@H:35]([NH:50][C:51]([C@H:53]2[CH2:58][CH2:57][C@H:56]([CH2:59][NH2:60])[CH2:55][CH2:54]2)=[O:52])[C:36](=[O:49])[NH:37][C:38]2[CH:39]=[CH:40][C:41]([C:44]3[N:45]=[N:46][NH:47][N:48]=3)=[CH:42][CH:43]=2)=[CH:32][CH:33]=1)=[O:20])=[O:16])=[O:12], predict the reactants needed to synthesize it. The reactants are: [ClH:1].C(OC([NH:9][CH2:10][C:11]([NH:13][CH2:14][C:15]([NH:17][CH2:18][C:19]([NH:21][C:22]1[CH:27]=[CH:26][CH:25]=[CH:24][C:23]=1[C:28]1[CH:33]=[CH:32][C:31]([CH2:34][C@H:35]([NH:50][C:51]([C@H:53]2[CH2:58][CH2:57][C@H:56]([CH2:59][NH:60]C(OC(C)(C)C)=O)[CH2:55][CH2:54]2)=[O:52])[C:36](=[O:49])[NH:37][C:38]2[CH:43]=[CH:42][C:41]([C:44]3[N:45]=[N:46][NH:47][N:48]=3)=[CH:40][CH:39]=2)=[CH:30][CH:29]=1)=[O:20])=[O:16])=[O:12])=O)(C)(C)C. (4) Given the product [Cl:1][CH:9]([C:8](=[O:13])[C:7]([CH3:15])([CH3:14])[CH3:6])[C:10](=[O:12])[CH3:11], predict the reactants needed to synthesize it. The reactants are: [Cl:1][Si](C)(C)C.[CH3:6][C:7]([CH3:15])([CH3:14])[C:8](=[O:13])[CH2:9][C:10](=[O:12])[CH3:11].CS(C)=O. (5) The reactants are: [NH2:1][C:2]1[CH:3]=[C:4]([CH:8]=[CH:9][C:10]=1[NH2:11])[C:5]([OH:7])=[O:6].Cl.[CH:13](O)=O. Given the product [NH:1]1[C:2]2[CH:3]=[C:4]([C:5]([OH:7])=[O:6])[CH:8]=[CH:9][C:10]=2[N:11]=[CH:13]1, predict the reactants needed to synthesize it.